From a dataset of Peptide-MHC class II binding affinity with 134,281 pairs from IEDB. Regression. Given a peptide amino acid sequence and an MHC pseudo amino acid sequence, predict their binding affinity value. This is MHC class II binding data. (1) The peptide sequence is IDGVKLESMGVYQILAIYSTVASSL. The MHC is DRB1_0701 with pseudo-sequence DRB1_0701. The binding affinity (normalized) is 0.152. (2) The peptide sequence is ESRLVVDFSQFSRGN. The MHC is DRB4_0101 with pseudo-sequence DRB4_0103. The binding affinity (normalized) is 0.162. (3) The peptide sequence is GELQIVDKGDAAFKI. The MHC is DRB1_0101 with pseudo-sequence DRB1_0101. The binding affinity (normalized) is 0.550. (4) The peptide sequence is VFTEIDSQDVDKS. The binding affinity (normalized) is 0. The MHC is HLA-DPA10201-DPB10501 with pseudo-sequence HLA-DPA10201-DPB10501.